From a dataset of Reaction yield outcomes from USPTO patents with 853,638 reactions. Predict the reaction yield, written as a fraction of the theoretical maximum amount of product (1.0 means a 100% yield; for example, 0.34 means a 34% yield). (1) The reactants are Br[C:2]1[CH:7]=[C:6]([F:8])[CH:5]=[CH:4][C:3]=1[CH2:9][OH:10].[F:11][C:12]1[CH:17]=[CH:16][C:15]([CH:18]=[CH2:19])=[CH:14][CH:13]=1.CCN(CC)CC. The catalyst is Cl[Pd](Cl)([P](C1C=CC=CC=1)(C1C=CC=CC=1)C1C=CC=CC=1)[P](C1C=CC=CC=1)(C1C=CC=CC=1)C1C=CC=CC=1.CN(C=O)C. The product is [F:8][C:6]1[CH:5]=[CH:4][C:3]([CH2:9][OH:10])=[C:2](/[CH:19]=[CH:18]/[C:15]2[CH:16]=[CH:17][C:12]([F:11])=[CH:13][CH:14]=2)[CH:7]=1. The yield is 0.500. (2) The reactants are P12(SP3(SP(SP(S3)(S1)=S)(=S)S2)=S)=[S:2].[CH:15]12[CH2:21][CH:18]([CH2:19][CH2:20]1)[CH2:17][CH:16]2[C:22]1[CH:27]=[CH:26][CH:25]=[CH:24][C:23]=1[NH:28][C:29]([C:31]1[C:32]([CH:37]([F:39])[F:38])=[N:33][N:34]([CH3:36])[CH:35]=1)=O.O.C1CCCCC1.C(OCC)(=O)C. The catalyst is C1(C)C=CC=CC=1. The product is [CH:15]12[CH2:21][CH:18]([CH2:19][CH2:20]1)[CH2:17][CH:16]2[C:22]1[CH:27]=[CH:26][CH:25]=[CH:24][C:23]=1[NH:28][C:29]([C:31]1[C:32]([CH:37]([F:39])[F:38])=[N:33][N:34]([CH3:36])[CH:35]=1)=[S:2]. The yield is 0.630. (3) The catalyst is O1CCCC1. The reactants are Cl[C:2]1[CH:7]=[C:6]([Cl:8])[N:5]=[C:4]([S:9][CH3:10])[N:3]=1.[CH:11]([N:14](C(C)C)[CH2:15]C)(C)C.CNC.O. The product is [Cl:8][C:6]1[N:5]=[C:4]([S:9][CH3:10])[N:3]=[C:2]([N:14]([CH3:15])[CH3:11])[CH:7]=1. The yield is 0.870. (4) The reactants are C([N:4]([C:8]1[C:17]2[C:12](=[CH:13][CH:14]=[CH:15][CH:16]=2)[C:11](Br)=[CH:10][N:9]=1)[C:5](=[O:7])[CH3:6])(=O)C.Cl[C:20]1[N:21]=[C:22]([N:42]2[CH2:47][CH2:46][O:45][CH2:44][CH2:43]2)[C:23]2[S:28][C:27]([CH2:29][N:30]3[CH2:35][CH2:34][N:33]([C:36]([CH3:41])([CH3:40])[C:37]([NH2:39])=[O:38])[CH2:32][CH2:31]3)=[CH:26][C:24]=2[N:25]=1.C([O-])([O-])=O.[Na+].[Na+]. The catalyst is O1CCOCC1. The product is [C:5]([NH:4][C:8]1[C:17]2[C:12](=[CH:13][CH:14]=[CH:15][CH:16]=2)[C:11]([C:20]2[N:21]=[C:22]([N:42]3[CH2:43][CH2:44][O:45][CH2:46][CH2:47]3)[C:23]3[S:28][C:27]([CH2:29][N:30]4[CH2:31][CH2:32][N:33]([C:36]([CH3:41])([CH3:40])[C:37]([NH2:39])=[O:38])[CH2:34][CH2:35]4)=[CH:26][C:24]=3[N:25]=2)=[CH:10][N:9]=1)(=[O:7])[CH3:6]. The yield is 0.220.